Task: Regression. Given two drug SMILES strings and cell line genomic features, predict the synergy score measuring deviation from expected non-interaction effect.. Dataset: NCI-60 drug combinations with 297,098 pairs across 59 cell lines (1) Drug 1: C1CCC(C1)C(CC#N)N2C=C(C=N2)C3=C4C=CNC4=NC=N3. Drug 2: CCCCC(=O)OCC(=O)C1(CC(C2=C(C1)C(=C3C(=C2O)C(=O)C4=C(C3=O)C=CC=C4OC)O)OC5CC(C(C(O5)C)O)NC(=O)C(F)(F)F)O. Cell line: M14. Synergy scores: CSS=-8.69, Synergy_ZIP=4.94, Synergy_Bliss=3.35, Synergy_Loewe=-4.92, Synergy_HSA=-6.19. (2) Drug 1: C1CC(C1)(C(=O)O)C(=O)O.[NH2-].[NH2-].[Pt+2]. Drug 2: CCN(CC)CCCC(C)NC1=C2C=C(C=CC2=NC3=C1C=CC(=C3)Cl)OC. Cell line: NCIH23. Synergy scores: CSS=12.3, Synergy_ZIP=-4.77, Synergy_Bliss=3.52, Synergy_Loewe=-6.32, Synergy_HSA=0.606.